From a dataset of Forward reaction prediction with 1.9M reactions from USPTO patents (1976-2016). Predict the product of the given reaction. (1) Given the reactants C(OC([N:8]1[CH2:13][CH2:12][CH:11]([CH:14]([C:29]2[CH:30]=[N:31][CH:32]=[CH:33][CH:34]=2)[CH2:15][NH:16][C:17]([C:19]2[C:20]([Cl:28])=[C:21]3[C:25](=[CH:26][CH:27]=2)[NH:24][CH:23]=[CH:22]3)=[O:18])[CH2:10][CH2:9]1)=O)(C)(C)C.[ClH:35].O1CCOCC1, predict the reaction product. The product is: [ClH:28].[ClH:35].[NH:8]1[CH2:13][CH2:12][CH:11]([CH:14]([C:29]2[CH:30]=[N:31][CH:32]=[CH:33][CH:34]=2)[CH2:15][NH:16][C:17]([C:19]2[C:20]([Cl:28])=[C:21]3[C:25](=[CH:26][CH:27]=2)[NH:24][CH:23]=[CH:22]3)=[O:18])[CH2:10][CH2:9]1. (2) Given the reactants [O:1]1[C:5]2[CH:6]=[CH:7][CH:8]=[CH:9][C:4]=2[N:3]=[C:2]1[C:10]1[CH:26]=[CH:25][C:13]2[N:14]([CH:18]3[CH2:23][CH2:22][CH:21]([OH:24])[CH2:20][CH2:19]3)[C:15]([CH3:17])=[N:16][C:12]=2[CH:11]=1.C(C1C(=O)C(Cl)=C(Cl)C(=O)C=1C#N)#N, predict the reaction product. The product is: [O:1]1[C:5]2[CH:6]=[CH:7][CH:8]=[CH:9][C:4]=2[N:3]=[C:2]1[C:10]1[CH:26]=[CH:25][C:13]2[N:14]([CH:18]3[CH2:19][CH2:20][C:21](=[O:24])[CH2:22][CH2:23]3)[C:15]([CH3:17])=[N:16][C:12]=2[CH:11]=1. (3) Given the reactants [Si]([O:8][CH2:9][C:10]1[N:11]=[C:12]([C:15]2([OH:23])[CH2:20][CH2:19][C:18]([F:22])([F:21])[CH2:17][CH2:16]2)[S:13][CH:14]=1)(C(C)(C)C)(C)C.F.F.F.C(N(CC)CC)C, predict the reaction product. The product is: [F:22][C:18]1([F:21])[CH2:17][CH2:16][C:15]([C:12]2[S:13][CH:14]=[C:10]([CH2:9][OH:8])[N:11]=2)([OH:23])[CH2:20][CH2:19]1. (4) Given the reactants [F:1][C:2]1[CH:3]=[C:4]([CH:8]=[C:9]([C:12]2[CH:13]=[CH:14][C:15]3[O:19][C:18]([C:20]4[CH:25]=[CH:24][C:23]([F:26])=[CH:22][CH:21]=4)=[C:17]([C:27](=[O:30])[NH:28][CH3:29])[C:16]=3[C:31]=2[F:32])[C:10]=1[CH3:11])[C:5](O)=[O:6].Cl.[NH2:34][C:35]1([C:46]2[N:51]=[CH:50][CH:49]=[CH:48][N:47]=2)[CH2:38][N:37]([C:39]([O:41][C:42]([CH3:45])([CH3:44])[CH3:43])=[O:40])[CH2:36]1.C1CN([P+](ON2N=NC3C=CC=CC2=3)(N2CCCC2)N2CCCC2)CC1.F[P-](F)(F)(F)(F)F.C(N(CC)CC)C, predict the reaction product. The product is: [F:1][C:2]1[CH:3]=[C:4]([CH:8]=[C:9]([C:12]2[CH:13]=[CH:14][C:15]3[O:19][C:18]([C:20]4[CH:21]=[CH:22][C:23]([F:26])=[CH:24][CH:25]=4)=[C:17]([C:27](=[O:30])[NH:28][CH3:29])[C:16]=3[C:31]=2[F:32])[C:10]=1[CH3:11])[C:5]([NH:34][C:35]1([C:46]2[N:47]=[CH:48][CH:49]=[CH:50][N:51]=2)[CH2:36][N:37]([C:39]([O:41][C:42]([CH3:45])([CH3:44])[CH3:43])=[O:40])[CH2:38]1)=[O:6].